From a dataset of Catalyst prediction with 721,799 reactions and 888 catalyst types from USPTO. Predict which catalyst facilitates the given reaction. (1) Reactant: [NH2:1][C:2]1[CH:7]=[C:6]([CH3:8])[C:5]([Cl:9])=[CH:4][C:3]=1[NH:10][CH2:11][CH:12]([OH:19])[CH:13]([OH:18])[CH:14]([OH:17])[CH2:15][OH:16].O.[NH:21]1[C:29](=[O:30])[C:27](=O)[C:25](=O)[NH:24][C:22]1=[O:23].B(OB=O)=O. Product: [Cl:9][C:5]1[C:6]([CH3:8])=[CH:7][C:2]2[N:1]=[C:27]3[C:25]([N:10]([CH2:11][CH:12]([OH:19])[CH:13]([OH:18])[CH:14]([OH:17])[CH2:15][OH:16])[C:3]=2[CH:4]=1)=[N:24][C:22](=[O:23])[NH:21][C:29]3=[O:30]. The catalyst class is: 15. (2) Reactant: C([O:3][C:4]([C:6]1[C:7]([C:17]2[CH:22]=[CH:21][C:20]([NH:23][C:24]3[S:25][C:26]4[CH:32]=[C:31]([F:33])[CH:30]=[CH:29][C:27]=4[N:28]=3)=[CH:19][CH:18]=2)=[N:8][O:9][C:10]=1[C:11]1[CH:16]=[CH:15][CH:14]=[CH:13][CH:12]=1)=[O:5])C.[OH-].[Na+]. Product: [F:33][C:31]1[CH:30]=[CH:29][C:27]2[N:28]=[C:24]([NH:23][C:20]3[CH:21]=[CH:22][C:17]([C:7]4[C:6]([C:4]([OH:5])=[O:3])=[C:10]([C:11]5[CH:16]=[CH:15][CH:14]=[CH:13][CH:12]=5)[O:9][N:8]=4)=[CH:18][CH:19]=3)[S:25][C:26]=2[CH:32]=1. The catalyst class is: 1. (3) Reactant: [C:1]([NH:4][CH2:5][CH2:6][N:7]1[C:15]2[C:10](=[CH:11][CH:12]=[C:13]([O:16][CH3:17])[CH:14]=2)[CH:9]=[C:8]1[C:18]([O:20]CC)=[O:19])(=[O:3])[CH3:2].[OH-].[Na+].O.Cl. Product: [C:1]([NH:4][CH2:5][CH2:6][N:7]1[C:15]2[C:10](=[CH:11][CH:12]=[C:13]([O:16][CH3:17])[CH:14]=2)[CH:9]=[C:8]1[C:18]([OH:20])=[O:19])(=[O:3])[CH3:2]. The catalyst class is: 8.